This data is from Forward reaction prediction with 1.9M reactions from USPTO patents (1976-2016). The task is: Predict the product of the given reaction. Given the reactants F[C:2]1[CH:7]=[CH:6][C:5]([N+:8]([O-:10])=[O:9])=[CH:4][CH:3]=1.C([O-])([O-])=O.[K+].[K+].[C:17]([C:25]1[CH:30]=[CH:29][C:28]([OH:31])=[CH:27][CH:26]=1)([CH2:20][C:21]([CH3:24])([CH3:23])[CH3:22])([CH3:19])[CH3:18], predict the reaction product. The product is: [CH3:19][C:17]([C:25]1[CH:26]=[CH:27][C:28]([O:31][C:2]2[CH:7]=[CH:6][C:5]([N+:8]([O-:10])=[O:9])=[CH:4][CH:3]=2)=[CH:29][CH:30]=1)([CH3:18])[CH2:20][C:21]([CH3:22])([CH3:23])[CH3:24].